From a dataset of Catalyst prediction with 721,799 reactions and 888 catalyst types from USPTO. Predict which catalyst facilitates the given reaction. (1) Reactant: [O:1]1[CH:5]=[C:4]([CH2:6][CH2:7][N:8]2[CH2:13][CH2:12][CH:11]([C:14]3[C:22]4[C:17](=[CH:18][CH:19]=[CH:20][CH:21]=4)[NH:16][CH:15]=3)[CH2:10][CH2:9]2)[C:3]2[CH:23]=[CH:24][C:25]3[C:30]([C:2]1=2)=[CH:29][CH:28]=[CH:27][CH:26]=3. Product: [O:1]1[CH:5]=[C:4]([CH2:6][CH2:7][N:8]2[CH2:13][CH2:12][CH:11]([C:14]3[C:22]4[C:17](=[CH:18][CH:19]=[CH:20][CH:21]=4)[NH:16][CH:15]=3)[CH2:10][CH2:9]2)[C:3]2[CH:23]=[CH:24][C:25]3[C:30]([C:2]1=2)=[CH:29][CH:28]=[CH:27][CH:26]=3.[CH3:29][CH2:30][CH2:2][CH2:3][CH2:4][CH3:5]. The catalyst class is: 29. (2) Reactant: [C:1]1([C:3](=[CH:5][CH:6]=[CH:7][CH:8]=1)[OH:4])[OH:2].[CH3:9][C:10](O)=[O:11].B(F)(F)F.CCOCC. Product: [CH3:9][C:10]([C:5]1[CH:6]=[CH:7][CH:8]=[C:1]([OH:2])[C:3]=1[OH:4])=[O:11]. The catalyst class is: 46. (3) Reactant: [Br:1][C:2]1[CH:7]=[C:6]([CH3:8])[C:5]([CH3:9])=[CH:4][C:3]=1[CH3:10].[C:11](Cl)(=[O:13])[CH3:12].[Cl-].[Al+3].[Cl-].[Cl-].O. Product: [Br:1][C:2]1[C:3]([CH3:10])=[CH:4][C:5]([CH3:9])=[C:6]([CH3:8])[C:7]=1[C:11](=[O:13])[CH3:12]. The catalyst class is: 4. (4) Reactant: C(OC(N[O:9][CH2:10][C:11]1[CH:12]=[C:13]([CH:24]=[CH:25][CH:26]=1)[C:14]([O:16][N:17]1C(=O)CCC1=O)=O)=O)(C)(C)C.C(OC(=O)[NH:33][C@H:34]([C:40](=[O:42])[NH2:41])[CH2:35][CH2:36][CH2:37][CH2:38][NH2:39])(C)(C)C.C(N(C(C)C)C(C)C)C. Product: [NH2:33][C@H:34]([C:40](=[O:42])[NH2:41])[CH2:35][CH2:36][CH2:37][CH2:38][NH:39][C:10](=[O:9])[C:11]1[CH:26]=[CH:25][CH:24]=[C:13]([CH2:14][O:16][NH2:17])[CH:12]=1. The catalyst class is: 9. (5) Reactant: [CH2:1]([O:8][N:9]1[C:14]2[N:15]=[CH:16][N:17]=[C:18]([CH3:19])[C:13]=2[C:12](O)=[CH:11][C:10]1=[O:21])[C:2]1[CH:7]=[CH:6][CH:5]=[CH:4][CH:3]=1.C([N:24]([CH2:27][CH3:28])CC)C.[F:29][C:30]([F:43])([F:42])S(OS([C:30]([F:43])([F:42])[F:29])(=O)=O)(=O)=O. Product: [CH2:1]([O:8][N:9]1[C:14]2[N:15]=[CH:16][N:17]=[C:18]([CH3:19])[C:13]=2[C:12]([NH:24][CH2:27][C:28]2[CH:6]=[CH:7][CH:2]=[C:3]([C:30]([F:43])([F:42])[F:29])[CH:4]=2)=[CH:11][C:10]1=[O:21])[C:2]1[CH:7]=[CH:6][CH:5]=[CH:4][CH:3]=1. The catalyst class is: 2.